This data is from Reaction yield outcomes from USPTO patents with 853,638 reactions. The task is: Predict the reaction yield, written as a fraction of the theoretical maximum amount of product (1.0 means a 100% yield; for example, 0.34 means a 34% yield). (1) The reactants are [NH2:1][C:2]1[CH:28]=[CH:27][CH:26]=[CH:25][C:3]=1[CH2:4][NH:5][C:6]([NH:8][C:9]1[N:13]([C:14]2[CH:19]=[CH:18][C:17]([CH3:20])=[CH:16][CH:15]=2)[N:12]=[C:11]([C:21]([CH3:24])([CH3:23])[CH3:22])[CH:10]=1)=[O:7].[Cl:29][C:30]1[N:35]=[C:34](Cl)[CH:33]=[CH:32][N:31]=1.C(N(CC)C(C)C)(C)C.[Cl-].[NH4+]. The catalyst is CN(C=O)C. The product is [Cl:29][C:30]1[N:35]=[C:34]([NH:1][C:2]2[CH:28]=[CH:27][CH:26]=[CH:25][C:3]=2[CH2:4][NH:5][C:6]([NH:8][C:9]2[N:13]([C:14]3[CH:19]=[CH:18][C:17]([CH3:20])=[CH:16][CH:15]=3)[N:12]=[C:11]([C:21]([CH3:23])([CH3:24])[CH3:22])[CH:10]=2)=[O:7])[CH:33]=[CH:32][N:31]=1. The yield is 0.570. (2) The reactants are ClC(OC(Cl)C)=O.C([O-])(O)=O.[Na+].[CH3:13][O:14][C:15]([C:17]1[CH:18]2[N:41](C)[CH:21]([CH2:22][C:23]=1[C:24]1[CH:29]=[CH:28][C:27]([O:30][CH2:31][CH2:32][O:33][Si](C(C)(C)C)(C)C)=[CH:26][CH:25]=1)[CH2:20][CH2:19]2)=[O:16].CCN(C(C)C)C(C)C.[CH3:64][C:63]([O:62][C:60](O[C:60]([O:62][C:63]([CH3:66])([CH3:65])[CH3:64])=[O:61])=[O:61])([CH3:66])[CH3:65]. The catalyst is ClCCCl. The product is [CH3:13][O:14][C:15]([C:17]1[CH:18]2[N:41]([C:60]([O:62][C:63]([CH3:64])([CH3:65])[CH3:66])=[O:61])[CH:21]([CH2:22][C:23]=1[C:24]1[CH:25]=[CH:26][C:27]([O:30][CH2:31][CH2:32][OH:33])=[CH:28][CH:29]=1)[CH2:20][CH2:19]2)=[O:16]. The yield is 0.440. (3) The reactants are [CH3:1][O:2][C:3]1[C:10]([C:11]2[S:12][CH:13]=[CH:14][CH:15]=2)=[CH:9][C:6]([CH:7]=O)=[C:5]([O:16][CH2:17][CH2:18][O:19][CH2:20][CH2:21][O:22][CH2:23][CH2:24][O:25][CH3:26])[CH:4]=1.[C:27]([C:30]1[CH:38]=[CH:37][C:33]([C:34]([OH:36])=[O:35])=[CH:32][CH:31]=1)(=[O:29])[CH3:28]. No catalyst specified. The product is [CH3:1][O:2][C:3]1[C:10]([C:11]2[S:12][CH:13]=[CH:14][CH:15]=2)=[CH:9][C:6](/[CH:7]=[CH:28]/[C:27]([C:30]2[CH:38]=[CH:37][C:33]([C:34]([OH:36])=[O:35])=[CH:32][CH:31]=2)=[O:29])=[C:5]([O:16][CH2:17][CH2:18][O:19][CH2:20][CH2:21][O:22][CH2:23][CH2:24][O:25][CH3:26])[CH:4]=1. The yield is 0.820. (4) The reactants are [CH2:1]([N:8]1[C:13](=[O:14])[C:12]2[C:15]([CH3:18])=[N:16][S:17][C:11]=2[N:10]=[C:9]1[CH:19]([NH:23][CH2:24][CH2:25][CH:26]1[O:30][CH2:29][CH2:28][O:27]1)[CH:20]([CH3:22])[CH3:21])[C:2]1[CH:7]=[CH:6][CH:5]=[CH:4][CH:3]=1.[Br:31][C:32]1[CH:40]=[CH:39][C:35]([C:36](Cl)=[O:37])=[CH:34][CH:33]=1. The catalyst is C(Cl)(Cl)Cl. The product is [CH2:1]([N:8]1[C:13](=[O:14])[C:12]2[C:15]([CH3:18])=[N:16][S:17][C:11]=2[N:10]=[C:9]1[CH:19]([N:23]([CH2:24][CH2:25][CH:26]1[O:27][CH2:28][CH2:29][O:30]1)[C:36](=[O:37])[C:35]1[CH:39]=[CH:40][C:32]([Br:31])=[CH:33][CH:34]=1)[CH:20]([CH3:22])[CH3:21])[C:2]1[CH:7]=[CH:6][CH:5]=[CH:4][CH:3]=1. The yield is 0.770. (5) The reactants are [O:1]1[CH2:4][C:3](=O)[CH2:2]1.[CH3:6][C:7]([S:10]([NH2:12])=[O:11])([CH3:9])[CH3:8]. The catalyst is O1CCCC1.[Cl-].[Na+].O.[O-]CC.[Ti+4].[O-]CC.[O-]CC.[O-]CC. The product is [CH3:6][C:7]([S:10]([N:12]=[C:3]1[CH2:4][O:1][CH2:2]1)=[O:11])([CH3:9])[CH3:8]. The yield is 0.380. (6) The reactants are [CH3:1][C:2]1([CH3:17])[O:16][C:6]2=[CH:7][C:8]3[C:9]([CH3:15])=[CH:10][CH:11]=[N:12][C:13]=3[CH:14]=[C:5]2[CH:4]=[CH:3]1.ClC1C=CC=C(C(OO)=O)C=1.C[Si]([C:33]#[N:34])(C)C.C(N(CC)CC)C.C(=O)([O-])O.[Na+]. The catalyst is C(Cl)(Cl)Cl.C(#N)C.CO. The product is [CH3:1][C:2]1([CH3:17])[O:16][C:6]2=[CH:7][C:8]3[C:9]([CH3:15])=[CH:10][C:11]([C:33]#[N:34])=[N:12][C:13]=3[CH:14]=[C:5]2[CH:4]=[CH:3]1. The yield is 0.550.